Dataset: Full USPTO retrosynthesis dataset with 1.9M reactions from patents (1976-2016). Task: Predict the reactants needed to synthesize the given product. (1) Given the product [Cl:8][C:6]1[N:5]=[C:4]([NH:9][CH3:10])[N:3]=[C:2]([N:18]2[C@H:13]([CH2:11][CH3:12])[CH2:14][O:15][C@H:16]([C:19]([NH:21][CH2:22][C:23]3[CH:28]=[CH:27][CH:26]=[CH:25][CH:24]=3)=[O:20])[CH2:17]2)[CH:7]=1, predict the reactants needed to synthesize it. The reactants are: Cl[C:2]1[CH:7]=[C:6]([Cl:8])[N:5]=[C:4]([NH:9][CH3:10])[N:3]=1.[CH2:11]([C@H:13]1[NH:18][CH2:17][C@@H:16]([C:19]([NH:21][CH2:22][C:23]2[CH:28]=[CH:27][CH:26]=[CH:25][CH:24]=2)=[O:20])[O:15][CH2:14]1)[CH3:12].CCN(C(C)C)C(C)C. (2) Given the product [CH2:14]([O:16][C:17](=[O:20])[CH2:18][NH:19][C:10](=[O:12])[CH2:9][CH2:8][C:5]1[CH:4]=[CH:3][C:2]([OH:1])=[CH:7][CH:6]=1)[CH3:15], predict the reactants needed to synthesize it. The reactants are: [OH:1][C:2]1[CH:7]=[CH:6][C:5]([CH2:8][CH2:9][C:10]([OH:12])=O)=[CH:4][CH:3]=1.Cl.[CH2:14]([O:16][C:17](=[O:20])[CH2:18][NH2:19])[CH3:15]. (3) Given the product [CH2:5]([O:7][C:8]1[CH:15]=[CH:14][CH:13]=[C:10]([CH2:11][CH2:4][N+:1]([O-:3])=[O:2])[CH:9]=1)[CH3:6], predict the reactants needed to synthesize it. The reactants are: [N+:1]([CH3:4])([O-:3])=[O:2].[CH2:5]([O:7][C:8]1[CH:9]=[C:10]([CH:13]=[CH:14][CH:15]=1)[CH:11]=O)[CH3:6].[OH-].[Na+].Cl. (4) Given the product [F:1][C:2]1[CH:3]=[C:4]([C:8]([N:12]2[CH2:13][CH2:14][CH:15]([NH:18][C:19]3[C:20]4[C:27]5[CH2:28][CH2:29][CH2:30][CH2:31][C:26]=5[S:25][C:21]=4[N:22]=[CH:23][N:24]=3)[CH2:16][CH2:17]2)([CH3:11])[CH3:9])[CH:5]=[CH:6][CH:7]=1, predict the reactants needed to synthesize it. The reactants are: [F:1][C:2]1[CH:3]=[C:4]([C:8]([N:12]2[CH2:17][CH2:16][CH:15]([NH:18][C:19]3[C:20]4[C:27]5[CH2:28][CH2:29][CH2:30][CH2:31][C:26]=5[S:25][C:21]=4[N:22]=[CH:23][N:24]=3)[CH2:14][CH2:13]2)([CH3:11])[C:9]#N)[CH:5]=[CH:6][CH:7]=1.C[Mg+].[Br-].C(OCCCC)CCC.[NH4+].[Cl-].